Dataset: Forward reaction prediction with 1.9M reactions from USPTO patents (1976-2016). Task: Predict the product of the given reaction. (1) Given the reactants Cl.[CH2:2]([O:9][NH2:10])[C:3]1[CH:8]=[CH:7][CH:6]=[CH:5][CH:4]=1.N1C=CC=CC=1.Cl[C:18]([O:20][C:21]1[CH:26]=[CH:25][CH:24]=[CH:23][CH:22]=1)=[O:19], predict the reaction product. The product is: [CH2:2]([O:9][NH:10][C:18](=[O:19])[O:20][C:21]1[CH:26]=[CH:25][CH:24]=[CH:23][CH:22]=1)[C:3]1[CH:8]=[CH:7][CH:6]=[CH:5][CH:4]=1. (2) Given the reactants [NH2:1][C:2]1[C:7]([C:8]([C:10]2[C:15]([O:16][CH3:17])=[CH:14][CH:13]=[C:12]([F:18])[C:11]=2[F:19])=[O:9])=[CH:6][N:5]=[C:4]([NH:20][C@H:21]2[CH2:26][CH2:25][C@H:24]([NH2:27])[CH2:23][CH2:22]2)[N:3]=1.C(=O)([O-])[O-].[Na+].[Na+].Br[CH2:35][CH2:36][CH2:37][CH2:38]Br, predict the reaction product. The product is: [NH2:1][C:2]1[C:7]([C:8]([C:10]2[C:15]([O:16][CH3:17])=[CH:14][CH:13]=[C:12]([F:18])[C:11]=2[F:19])=[O:9])=[CH:6][N:5]=[C:4]([NH:20][C@H:21]2[CH2:26][CH2:25][C@H:24]([N:27]3[CH2:38][CH2:37][CH2:36][CH2:35]3)[CH2:23][CH2:22]2)[N:3]=1. (3) Given the reactants [C:1]([C:4]1[CH:9]=[CH:8][C:7](/[C:10](/[C:27]2[CH:32]=[CH:31][C:30]([C:33]([F:36])([F:35])[F:34])=[CH:29][CH:28]=2)=[CH:11]\[CH:12]=[CH:13]\[C:14]([NH:16][C:17]2[CH:26]=[CH:25][CH:24]=[C:23]3[C:18]=2[CH:19]=[CH:20][N:21]=[CH:22]3)=[O:15])=[CH:6][CH:5]=1)(=O)[CH3:2].Cl.[NH2:38][OH:39].N1C=CC=CC=1.O, predict the reaction product. The product is: [OH:39]/[N:38]=[C:1](/[C:4]1[CH:5]=[CH:6][C:7](/[C:10](/[C:27]2[CH:32]=[CH:31][C:30]([C:33]([F:34])([F:35])[F:36])=[CH:29][CH:28]=2)=[CH:11]\[CH:12]=[CH:13]\[C:14]([NH:16][C:17]2[CH:26]=[CH:25][CH:24]=[C:23]3[C:18]=2[CH:19]=[CH:20][N:21]=[CH:22]3)=[O:15])=[CH:8][CH:9]=1)\[CH3:2]. (4) Given the reactants [NH2:1][C@@H:2]1[CH2:7][CH2:6][C@H:5]([NH:8][C:9]([C:11]2[C:15]3[N:16]=[CH:17][N:18]=[C:19]([C:20]4[CH:25]=[C:24]([O:26][CH3:27])[CH:23]=[CH:22][C:21]=4[O:28][CH2:29][CH:30]4[CH2:32][CH2:31]4)[C:14]=3[NH:13][CH:12]=2)=[O:10])[CH2:4][CH2:3]1.Cl[C:34]([O:36][CH2:37][CH3:38])=[O:35], predict the reaction product. The product is: [CH2:37]([O:36][C:34](=[O:35])[NH:1][C@H:2]1[CH2:7][CH2:6][C@@H:5]([NH:8][C:9]([C:11]2[C:15]3[N:16]=[CH:17][N:18]=[C:19]([C:20]4[CH:25]=[C:24]([O:26][CH3:27])[CH:23]=[CH:22][C:21]=4[O:28][CH2:29][CH:30]4[CH2:31][CH2:32]4)[C:14]=3[NH:13][CH:12]=2)=[O:10])[CH2:4][CH2:3]1)[CH3:38]. (5) Given the reactants [OH-:1].[Na+].[C:3]1([C:9]2[CH:10]=[C:11]([OH:15])[CH:12]=[CH:13][CH:14]=2)[CH:8]=[CH:7][CH:6]=[CH:5][CH:4]=1.[CH2:16]([N:23]1[CH2:28][CH2:27][CH2:26][C:25](=O)[CH2:24]1)[C:17]1[CH:22]=[CH:21][CH:20]=[CH:19][CH:18]=1.C(Cl)(Cl)Cl.[O:34]1[CH2:38]CCC1, predict the reaction product. The product is: [CH2:16]([N:23]1[CH2:28][CH2:27][CH2:26][C:25]([O:15][C:11]2[CH:10]=[C:9]([C:3]3[CH:4]=[CH:5][CH:6]=[CH:7][CH:8]=3)[CH:14]=[CH:13][CH:12]=2)([C:38]([OH:34])=[O:1])[CH2:24]1)[C:17]1[CH:22]=[CH:21][CH:20]=[CH:19][CH:18]=1. (6) Given the reactants C(O[C:4]([C:6]1[N:7]=[C:8]([CH3:24])[N:9]([C:12]2[CH:17]=[CH:16][C:15]([O:18][CH3:19])=[C:14]([C:20]([F:23])([F:22])[F:21])[CH:13]=2)[C:10]=1[CH3:11])=[O:5])C.[Cl:25][C:26]1[CH:31]=[C:30]([CH3:32])[CH:29]=[CH:28][N:27]=1.C[Si]([N-][Si](C)(C)C)(C)C.[K+].C(O)(=O)C, predict the reaction product. The product is: [Cl:25][C:26]1[CH:31]=[C:30]([CH2:32][C:4]([C:6]2[N:7]=[C:8]([CH3:24])[N:9]([C:12]3[CH:17]=[CH:16][C:15]([O:18][CH3:19])=[C:14]([C:20]([F:21])([F:23])[F:22])[CH:13]=3)[C:10]=2[CH3:11])=[O:5])[CH:29]=[CH:28][N:27]=1.